This data is from Full USPTO retrosynthesis dataset with 1.9M reactions from patents (1976-2016). The task is: Predict the reactants needed to synthesize the given product. (1) Given the product [O:16]=[C:15]1[CH2:18][S:19][C:20](=[S:21])[N:3]1[NH:2][C:4]1[CH:12]=[CH:11][CH:10]=[CH:9][C:5]=1[C:6]([OH:8])=[O:7], predict the reactants needed to synthesize it. The reactants are: Cl.[NH:2]([C:4]1[CH:12]=[CH:11][CH:10]=[CH:9][C:5]=1[C:6]([OH:8])=[O:7])[NH2:3].[OH-].[Na+].[C:15]([CH2:18][S:19][C:20](=S)[S:21]CC(O)=O)(O)=[O:16]. (2) The reactants are: [Br:1][C:2]1[CH:7]=[CH:6][C:5]([CH:8]2[C:13]3[CH:14]=[C:15]([O:20][CH3:21])[C:16]([O:18][CH3:19])=[CH:17][C:12]=3[CH2:11][CH:10]([CH3:22])[O:9]2)=[CH:4][CH:3]=1.CC(C)=[O:25]. Given the product [Br:1][C:2]1[CH:7]=[CH:6][C:5]([C:8]([C:13]2[CH:14]=[C:15]([O:20][CH3:21])[C:16]([O:18][CH3:19])=[CH:17][C:12]=2[CH2:11][C:10](=[O:9])[CH3:22])=[O:25])=[CH:4][CH:3]=1, predict the reactants needed to synthesize it. (3) Given the product [CH2:1]([C:3]1[CH:12]=[CH:11][C:10]2[C:5](=[CH:6][CH:7]=[CH:8][CH:9]=2)[C:4]=1[CH:13]=[O:14])[CH3:2], predict the reactants needed to synthesize it. The reactants are: [CH:1]([C:3]1[CH:12]=[CH:11][C:10]2[C:5](=[CH:6][CH:7]=[CH:8][CH:9]=2)[C:4]=1[CH:13]=[O:14])=[CH2:2].[H][H]. (4) The reactants are: [Cl:1][C:2]1[CH:3]=[CH:4][C:5]([O:36][CH:37]([F:39])[F:38])=[C:6]([C:8]2[C:12]([NH:13][C:14]([C:16]3[CH:17]=[N:18][N:19]4[CH:24]=[CH:23][CH:22]=[N:21][C:20]=34)=[O:15])=[CH:11][N:10]([CH2:25][C:26]([N:28]3[CH2:31][C:30]4([CH2:35][CH2:34][NH:33][CH2:32]4)[CH2:29]3)=[O:27])[N:9]=2)[CH:7]=1.[CH2:40]=O.[BH4-].[Na+]. Given the product [Cl:1][C:2]1[CH:3]=[CH:4][C:5]([O:36][CH:37]([F:39])[F:38])=[C:6]([C:8]2[C:12]([NH:13][C:14]([C:16]3[CH:17]=[N:18][N:19]4[CH:24]=[CH:23][CH:22]=[N:21][C:20]=34)=[O:15])=[CH:11][N:10]([CH2:25][C:26]([N:28]3[CH2:31][C:30]4([CH2:35][CH2:34][N:33]([CH3:40])[CH2:32]4)[CH2:29]3)=[O:27])[N:9]=2)[CH:7]=1, predict the reactants needed to synthesize it. (5) Given the product [CH3:1][O:2][C:3](=[O:26])[CH2:4][C@H:5]1[C:9]2[CH:10]=[CH:11][C:12]([O:14][C@H:15]3[C:23]4[C:18](=[C:19]([O:25][C:35]5[CH:34]=[CH:33][CH:32]=[C:31]([NH:30][C:27](=[O:29])[CH3:28])[CH:36]=5)[CH:20]=[CH:21][C:22]=4[F:24])[CH2:17][CH2:16]3)=[CH:13][C:8]=2[O:7][CH2:6]1, predict the reactants needed to synthesize it. The reactants are: [CH3:1][O:2][C:3](=[O:26])[CH2:4][C@H:5]1[C:9]2[CH:10]=[CH:11][C:12]([O:14][C@H:15]3[C:23]4[C:18](=[C:19]([OH:25])[CH:20]=[CH:21][C:22]=4[F:24])[CH2:17][CH2:16]3)=[CH:13][C:8]=2[O:7][CH2:6]1.[C:27]([NH:30][C:31]1[CH:32]=[C:33](B(O)O)[CH:34]=[CH:35][CH:36]=1)(=[O:29])[CH3:28]. (6) The reactants are: Br[C:2]1[C:7]2[N:8]=[CH:9][N:10]=[C:11]([N:12]([CH2:22][C:23]3[CH:28]=[CH:27][C:26]([O:29][CH3:30])=[CH:25][CH:24]=3)[CH2:13][C:14]3[CH:19]=[CH:18][C:17]([O:20][CH3:21])=[CH:16][CH:15]=3)[C:6]=2[CH:5]=[N:4][CH:3]=1.CN([CH:34]=[O:35])C.[CH3:36][OH:37]. Given the product [CH3:21][O:20][C:17]1[CH:18]=[CH:19][C:14]([CH2:13][N:12]([CH2:22][C:23]2[CH:28]=[CH:27][C:26]([O:29][CH3:30])=[CH:25][CH:24]=2)[C:11]2[C:6]3[CH:5]=[N:4][CH:3]=[C:2]([C:36]([O:35][CH3:34])=[O:37])[C:7]=3[N:8]=[CH:9][N:10]=2)=[CH:15][CH:16]=1, predict the reactants needed to synthesize it. (7) Given the product [CH2:28]([O:27][C:21]1[CH:20]=[C:19]([CH:13]([N:6]2[C:40](=[O:43])[C:41]3[C:4](=[CH:8][CH:9]=[CH:10][C:11]=3[CH2:3][C:2]3[NH:1][CH:35]=[CH:36][CH:37]=3)[C:5]2=[O:30])[CH2:14][S:15]([CH3:18])(=[O:16])=[O:17])[CH:24]=[CH:23][C:22]=1[O:25][CH3:26])[CH3:29], predict the reactants needed to synthesize it. The reactants are: [NH2:1][CH2:2][C:3]1[CH:11]=[CH:10][CH:9]=[C:8]2[C:4]=1[C:5](=[O:30])[N:6]([CH:13]([C:19]1[CH:24]=[CH:23][C:22]([O:25][CH3:26])=[C:21]([O:27][CH2:28][CH3:29])[CH:20]=1)[CH2:14][S:15]([CH3:18])(=[O:17])=[O:16])C2=O.COC1[CH2:37][CH2:36][CH:35](OC)O1.[C:40]([OH:43])(=O)[CH3:41]. (8) The reactants are: Br[C:2]1[C:14]2[C:13]3[CH2:12][CH2:11][N:10]([C:15]([O:17][C:18]([CH3:21])([CH3:20])[CH3:19])=[O:16])[CH2:9][C:8]=3[CH:7]=[N:6][C:5]=2[NH:4][N:3]=1.[C:22]1([CH3:31])[CH:27]=[CH:26][CH:25]=[CH:24][C:23]=1B(O)O.C(=O)([O-])[O-].[Cs+].[Cs+]. Given the product [C:22]1([CH3:31])[CH:27]=[CH:26][CH:25]=[CH:24][C:23]=1[C:2]1[C:14]2[C:13]3[CH2:12][CH2:11][N:10]([C:15]([O:17][C:18]([CH3:21])([CH3:20])[CH3:19])=[O:16])[CH2:9][C:8]=3[CH:7]=[N:6][C:5]=2[NH:4][N:3]=1, predict the reactants needed to synthesize it. (9) Given the product [ClH:30].[ClH:30].[C:24]1([CH:20]2[C:18]3[N:19]=[C:15]([NH:14][CH:11]4[CH2:10][CH2:9][NH:8][CH2:13][CH2:12]4)[S:16][C:17]=3[CH2:23][CH2:22][CH2:21]2)[CH:29]=[CH:28][CH:27]=[CH:26][CH:25]=1, predict the reactants needed to synthesize it. The reactants are: C(OC([N:8]1[CH2:13][CH2:12][CH:11]([NH:14][C:15]2[S:16][C:17]3[CH2:23][CH2:22][CH2:21][CH:20]([C:24]4[CH:29]=[CH:28][CH:27]=[CH:26][CH:25]=4)[C:18]=3[N:19]=2)[CH2:10][CH2:9]1)=O)(C)(C)C.[ClH:30].